Dataset: Catalyst prediction with 721,799 reactions and 888 catalyst types from USPTO. Task: Predict which catalyst facilitates the given reaction. (1) Reactant: Br[C:2]1[CH:10]=[CH:9][CH:8]=[C:7]2[C:3]=1[C:4]([C:18]([N:20]1[CH2:25][CH2:24][CH:23]([C:26]3[CH:27]=[C:28]([CH:37]=[CH:38][C:39]=3[F:40])[CH2:29][NH:30][C:31](=O)[C:32]([F:35])([F:34])[F:33])[CH2:22][CH2:21]1)=[O:19])=[CH:5][N:6]2[CH2:11][CH2:12][O:13][C:14]([F:17])([F:16])[F:15].[C:41]1(B(O)O)[CH:46]=[CH:45][CH:44]=[CH:43][CH:42]=1.C(=O)([O-])[O-].[Cs+].[Cs+].C(Cl)Cl.O1CCOCC1.[OH2:65]. Product: [F:35][C:32]([F:33])([F:34])[C:31]([NH:30][CH2:29][C:28]1[CH:37]=[CH:38][C:39]([F:40])=[C:26]([CH:23]2[CH2:22][CH2:21][N:20]([C:18]([C:4]3[C:3]4[C:7](=[CH:8][CH:9]=[CH:10][C:2]=4[C:41]4[CH:46]=[CH:45][CH:44]=[CH:43][CH:42]=4)[N:6]([CH2:11][CH2:12][O:13][C:14]([F:17])([F:16])[F:15])[CH:5]=3)=[O:19])[CH2:25][CH2:24]2)[CH:27]=1)=[O:65]. The catalyst class is: 140. (2) Reactant: [Cl:1][C:2]1[CH:7]=[CH:6][C:5]([F:8])=[CH:4][C:3]=1[N:9]1[C:13]([S:14][C:15]2[CH:16]=[N:17][CH:18]=[CH:19][CH:20]=2)=[CH:12][C:11]([C:21](OCC)=[O:22])=[N:10]1.[H-].C([Al+]CC(C)C)C(C)C.C1(C)C=CC=CC=1.O.O.O.O.O.O.O.O.O.O.[O-]S([O-])(=O)=O.[Na+].[Na+]. Product: [Cl:1][C:2]1[CH:7]=[CH:6][C:5]([F:8])=[CH:4][C:3]=1[N:9]1[C:13]([S:14][C:15]2[CH:16]=[N:17][CH:18]=[CH:19][CH:20]=2)=[CH:12][C:11]([CH:21]=[O:22])=[N:10]1. The catalyst class is: 7. (3) Reactant: C(OC([NH:8][C@@H:9]([CH2:23][CH3:24])[CH:10]([C:12]1[O:16][N:15]=[C:14]([C:17]2[CH:22]=[CH:21][CH:20]=[CH:19][CH:18]=2)[N:13]=1)[OH:11])=O)(C)(C)C.C(O)(C(F)(F)F)=O. Product: [NH2:8][C@@H:9]([CH2:23][CH3:24])[CH:10]([C:12]1[O:16][N:15]=[C:14]([C:17]2[CH:22]=[CH:21][CH:20]=[CH:19][CH:18]=2)[N:13]=1)[OH:11]. The catalyst class is: 2. (4) The catalyst class is: 8. Reactant: [Br:1][C:2]1[CH:7]=[C:6]([N+:8]([O-])=O)[CH:5]=[C:4]([Br:11])[CH:3]=1.O.O.Cl[Sn]Cl.[OH-].[Na+]. Product: [Br:1][C:2]1[CH:7]=[C:6]([CH:5]=[C:4]([Br:11])[CH:3]=1)[NH2:8]. (5) Reactant: [Cl:1][C:2]1[C:11]([CH:12]=[N:13][S:14]([C:16]([CH3:19])([CH3:18])[CH3:17])=[O:15])=[CH:10][C:9]2[C:4](=[CH:5][C:6]([F:21])=[C:7]([Cl:20])[CH:8]=2)[N:3]=1.[CH2:22](Cl)Cl.C[Mg]Br. Product: [Cl:1][C:2]1[C:11]([CH:12]([NH:13][S:14]([C:16]([CH3:17])([CH3:18])[CH3:19])=[O:15])[CH3:22])=[CH:10][C:9]2[C:4](=[CH:5][C:6]([F:21])=[C:7]([Cl:20])[CH:8]=2)[N:3]=1. The catalyst class is: 6. (6) Reactant: C(N(CC)CC)C.[CH3:8][NH:9][CH2:10][C:11]#[CH:12].[CH3:13][S:14](Cl)(=[O:16])=[O:15]. Product: [CH3:8][N:9]([CH2:10][C:11]#[CH:12])[S:14]([CH3:13])(=[O:16])=[O:15]. The catalyst class is: 2. (7) Product: [NH2:4][C:5]1[C:13]([N+:14]([O-:16])=[O:15])=[CH:12][C:8]([C:9]([O:11][CH3:19])=[O:10])=[C:7]([F:17])[CH:6]=1. The catalyst class is: 5. Reactant: C([NH:4][C:5]1[C:13]([N+:14]([O-:16])=[O:15])=[CH:12][C:8]([C:9]([OH:11])=[O:10])=[C:7]([F:17])[CH:6]=1)(=O)C.Cl.[C:19]([O-])(O)=O.[Na+]. (8) Reactant: C1(S([N:10]2[C:14]3[N:15]=[CH:16][N:17]=[CH:18][C:13]=3[C:12]([CH2:19][C:20]3[CH:21]=[N:22][C:23](S(C)(=O)=O)=[N:24][CH:25]=3)=[CH:11]2)(=O)=O)C=CC=CC=1.CN1CCCC1=O.[N:37]1[CH:42]=[CH:41][CH:40]=[CH:39][C:38]=1[CH2:43][NH2:44].[OH-].[K+]. Product: [N:37]1[CH:42]=[CH:41][CH:40]=[CH:39][C:38]=1[CH2:43][NH:44][C:23]1[N:24]=[CH:25][C:20]([CH2:19][C:12]2[C:13]3[CH:18]=[N:17][CH:16]=[N:15][C:14]=3[NH:10][CH:11]=2)=[CH:21][N:22]=1. The catalyst class is: 15. (9) Reactant: FC(F)(F)C(O)=O.C(OC([N:15](C(OC(C)(C)C)=O)[C:16]1[N:32]=[C:19]2[CH:20]=[CH:21][CH:22]=[C:23]([CH2:24][N:25]3[CH2:30][CH2:29][NH:28][C:27](=[O:31])[CH2:26]3)[N:18]2[N:17]=1)=O)(C)(C)C. Product: [NH2:15][C:16]1[N:32]=[C:19]2[CH:20]=[CH:21][CH:22]=[C:23]([CH2:24][N:25]3[CH2:30][CH2:29][NH:28][C:27](=[O:31])[CH2:26]3)[N:18]2[N:17]=1. The catalyst class is: 4. (10) Reactant: [NH2:1][C:2]1[CH:7]=[C:6]([CH3:8])[CH:5]=[CH:4][C:3]=1[OH:9].[C:10]([O:14][C:15](=O)[O:16]C(C)(C)C)([CH3:13])([CH3:12])[CH3:11].C(=O)(O)[O-].[Na+]. Product: [C:10]([O:14][C:15](=[O:16])[NH:1][C:2]1[CH:7]=[C:6]([CH3:8])[CH:5]=[CH:4][C:3]=1[OH:9])([CH3:13])([CH3:12])[CH3:11]. The catalyst class is: 155.